From a dataset of Reaction yield outcomes from USPTO patents with 853,638 reactions. Predict the reaction yield, written as a fraction of the theoretical maximum amount of product (1.0 means a 100% yield; for example, 0.34 means a 34% yield). (1) The reactants are [C:1]([N:5]1[C:9]([C:10]2[CH:15]=[CH:14][CH:13]=[CH:12][CH:11]=2)=[C:8]([C:16]([OH:18])=O)[CH:7]=[N:6]1)([CH3:4])([CH3:3])[CH3:2].C(Cl)(=O)C(Cl)=O.CN(C)C=O.[NH2:30][C:31]1[CH:32]=[C:33]([CH:52]=[CH:53][CH:54]=1)[O:34][C:35]1[CH:49]=[CH:48][C:38]2[N:39]=[C:40]([NH:42][C:43]([CH:45]3[CH2:47][CH2:46]3)=[O:44])[S:41][C:37]=2[C:36]=1[C:50]#[N:51]. The catalyst is O1CCCC1.C(OCC)(=O)C. The product is [C:1]([N:5]1[C:9]([C:10]2[CH:11]=[CH:12][CH:13]=[CH:14][CH:15]=2)=[C:8]([C:16]([NH:30][C:31]2[CH:54]=[CH:53][CH:52]=[C:33]([O:34][C:35]3[CH:49]=[CH:48][C:38]4[N:39]=[C:40]([NH:42][C:43]([CH:45]5[CH2:47][CH2:46]5)=[O:44])[S:41][C:37]=4[C:36]=3[C:50]#[N:51])[CH:32]=2)=[O:18])[CH:7]=[N:6]1)([CH3:2])([CH3:3])[CH3:4]. The yield is 0.550. (2) The reactants are [N+:1]1([O-])[C:2]([CH3:7])=[CH:3][CH:4]=[CH:5][CH:6]=1.ICC.[C-:12]#[N:13].[K+]. The catalyst is O. The product is [C:12]([C:4]1[CH:5]=[CH:6][N:1]=[C:2]([CH3:7])[CH:3]=1)#[N:13]. The yield is 0.360. (3) The reactants are [C:1]([O:4][CH2:5][C:6]1[C:7]([N:21]2[CH2:32][CH2:31][N:30]3[C:23](=[CH:24][C:25]4[CH2:26][C:27]([CH3:34])([CH3:33])[CH2:28][C:29]=43)[C:22]2=[O:35])=[N:8][CH:9]=[CH:10][C:11]=1B1OC(C)(C)C(C)(C)O1)(=[O:3])[CH3:2].Br[C:37]1[CH:38]=[C:39]([NH:45][C:46]2[CH:59]=[C:49]3[CH2:50][N:51]([CH:54]([CH3:58])[CH2:55][O:56][CH3:57])[CH2:52][CH2:53][N:48]3[N:47]=2)[C:40](=[O:44])[N:41]([CH3:43])[CH:42]=1.[O-]P([O-])([O-])=O.[K+].[K+].[K+].C([O-])(=O)C.[Na+]. The catalyst is C1C=CC(P(C2C=CC=CC=2)[C-]2C=CC=C2)=CC=1.C1C=CC(P(C2C=CC=CC=2)[C-]2C=CC=C2)=CC=1.Cl[Pd]Cl.[Fe+2].C(#N)C.O. The product is [C:1]([O:4][CH2:5][C:6]1[C:7]([N:21]2[CH2:32][CH2:31][N:30]3[C:23](=[CH:24][C:25]4[CH2:26][C:27]([CH3:34])([CH3:33])[CH2:28][C:29]=43)[C:22]2=[O:35])=[N:8][CH:9]=[CH:10][C:11]=1[C:37]1[CH:38]=[C:39]([NH:45][C:46]2[CH:59]=[C:49]3[CH2:50][N:51]([CH:54]([CH3:58])[CH2:55][O:56][CH3:57])[CH2:52][CH2:53][N:48]3[N:47]=2)[C:40](=[O:44])[N:41]([CH3:43])[CH:42]=1)(=[O:3])[CH3:2]. The yield is 0.500. (4) The reactants are [C:1]([C:3]1[C:4]([S:8]([N:11]2[C:15]([C:16]3[C:17]([F:22])=[N:18][CH:19]=[CH:20][CH:21]=3)=[C:14]([F:23])[C:13]([CH2:24][N:25](C)[C:26](=O)OC(C)(C)C)=[CH:12]2)(=[O:10])=[O:9])=[CH:5][S:6][CH:7]=1)#[N:2].C(OCC)(=O)C.[ClH:40]. The catalyst is C(OCC)(=O)C.CC(O)C. The product is [ClH:40].[F:23][C:14]1[C:13]([CH2:24][NH:25][CH3:26])=[CH:12][N:11]([S:8]([C:4]2[C:3]([C:1]#[N:2])=[CH:7][S:6][CH:5]=2)(=[O:9])=[O:10])[C:15]=1[C:16]1[C:17]([F:22])=[N:18][CH:19]=[CH:20][CH:21]=1. The yield is 0.740. (5) The reactants are C[O:2][C:3](=O)[CH2:4][C:5]1[O:9][N:8]=[CH:7][CH:6]=1.O.[NH2:12][NH2:13]. The catalyst is C(O)CCC. The product is [O:9]1[C:5]([CH2:4][C:3]([NH:12][NH2:13])=[O:2])=[CH:6][CH:7]=[N:8]1. The yield is 0.410. (6) The reactants are [CH2:1]([C@@H:8]1[CH2:12][O:11][C:10](=[O:13])[N:9]1[C:14](=[O:36])[C@H:15]([CH2:19][C:20]1[C:25]([Cl:26])=[CH:24][C:23]([O:27][CH2:28][C:29]2[CH:34]=[CH:33][CH:32]=[CH:31][CH:30]=2)=[CH:22][C:21]=1[Cl:35])[CH2:16][CH:17]=C)[C:2]1[CH:7]=[CH:6][CH:5]=[CH:4][CH:3]=1.C1C[O:40]CC1.C(O)(C)(C)C.I([O-])(=O)(=O)=O.[Na+]. The catalyst is [Os](=O)(=O)(=O)=O.O. The product is [CH2:1]([C@@H:8]1[CH2:12][O:11][C:10](=[O:13])[N:9]1[C:14](=[O:36])[C@H:15]([CH2:19][C:20]1[C:25]([Cl:26])=[CH:24][C:23]([O:27][CH2:28][C:29]2[CH:34]=[CH:33][CH:32]=[CH:31][CH:30]=2)=[CH:22][C:21]=1[Cl:35])[CH2:16][CH:17]=[O:40])[C:2]1[CH:3]=[CH:4][CH:5]=[CH:6][CH:7]=1. The yield is 0.480. (7) The reactants are [NH2:1][C:2]1[CH:7]=[CH:6][C:5]([C:8]2[C:12]([C:13]([NH2:15])=[O:14])=[C:11]([NH:16][C:17]([NH:19][CH2:20][CH2:21][CH2:22][N:23]3[CH2:28][CH2:27][O:26][CH2:25][CH2:24]3)=[O:18])[S:10][N:9]=2)=[CH:4][CH:3]=1.[F:29][C:30]1[CH:35]=[CH:34][C:33]([C:36]([F:39])([F:38])[F:37])=[CH:32][C:31]=1[N:40]=[C:41]=[O:42]. The catalyst is C(N(CC)C(C)C)(C)C. The product is [F:29][C:30]1[CH:35]=[CH:34][C:33]([C:36]([F:39])([F:38])[F:37])=[CH:32][C:31]=1[NH:40][C:41]([NH:1][C:2]1[CH:3]=[CH:4][C:5]([C:8]2[C:12]([C:13]([NH2:15])=[O:14])=[C:11]([NH:16][C:17]([NH:19][CH2:20][CH2:21][CH2:22][N:23]3[CH2:24][CH2:25][O:26][CH2:27][CH2:28]3)=[O:18])[S:10][N:9]=2)=[CH:6][CH:7]=1)=[O:42]. The yield is 0.620. (8) The reactants are [F:1][C:2]1[C:3]([O:13][CH3:14])=[C:4]([C:8]2(O)[CH2:11][CH2:10][CH2:9]2)[CH:5]=[CH:6][CH:7]=1.[SiH](CC)(CC)CC.C(O)(C(F)(F)F)=O. The catalyst is C(Cl)Cl. The product is [CH:8]1([C:4]2[CH:5]=[CH:6][CH:7]=[C:2]([F:1])[C:3]=2[O:13][CH3:14])[CH2:9][CH2:10][CH2:11]1. The yield is 0.790. (9) The reactants are [Li][CH2:2][CH2:3][CH2:4]C.C(NC(C)C)(C)C.[CH3:13][C:14]1[CH:19]=[CH:18][N:17]=[C:16]([S:20][CH3:21])[N:15]=1.[F:22]C1C=CC(C(N(OC)C)=O)=CC=1.[CH2:35]1[CH2:39][O:38][CH2:37][CH2:36]1. The catalyst is CCCCCC. The product is [F:22][C:14]1([CH2:13][C:37]([C:36]2[CH:35]=[CH:39][CH:4]=[CH:3][CH:2]=2)=[O:38])[CH:19]=[CH:18][N:17]=[C:16]([S:20][CH3:21])[NH:15]1. The yield is 0.650. (10) The reactants are [OH:1][CH:2]([CH2:24][CH2:25][S:26][CH3:27])[C:3]([O:5][CH2:6][CH2:7][CH2:8][CH2:9][CH2:10][CH2:11][CH2:12][CH2:13][CH2:14][CH2:15][CH2:16][CH2:17][CH2:18][CH2:19][CH2:20][CH2:21][CH2:22][CH3:23])=[O:4].C1C=C(Cl)C=C(C(OO)=[O:36])C=1. The catalyst is ClCCl. The product is [OH:1][CH:2]([CH2:24][CH2:25][S:26]([CH3:27])=[O:36])[C:3]([O:5][CH2:6][CH2:7][CH2:8][CH2:9][CH2:10][CH2:11][CH2:12][CH2:13][CH2:14][CH2:15][CH2:16][CH2:17][CH2:18][CH2:19][CH2:20][CH2:21][CH2:22][CH3:23])=[O:4]. The yield is 0.450.